From a dataset of Forward reaction prediction with 1.9M reactions from USPTO patents (1976-2016). Predict the product of the given reaction. (1) Given the reactants [F:1][C:2]([F:42])([F:41])[CH2:3][NH:4][C:5]([C:7]1([CH2:20][CH2:21][CH2:22][CH2:23][N:24]2[CH2:29][CH2:28][N:27]([C:30]3[CH:31]=[C:32]([CH:38]=[CH:39][CH:40]=3)[C:33]([O:35]CC)=O)[CH2:26][CH2:25]2)[C:19]2[CH:18]=[CH:17][CH:16]=[CH:15][C:14]=2[C:13]2[C:8]1=[CH:9][CH:10]=[CH:11][CH:12]=2)=[O:6].[CH:43]1([NH:49][CH2:50][C:51]2[CH:56]=[CH:55][CH:54]=[CH:53][CH:52]=2)[CH2:48][CH2:47][CH2:46][CH2:45][CH2:44]1, predict the reaction product. The product is: [CH2:50]([N:49]([CH:43]1[CH2:44][CH2:45][CH2:46][CH2:47][CH2:48]1)[C:33](=[O:35])[C:32]1[CH:38]=[CH:39][CH:40]=[C:30]([N:27]2[CH2:28][CH2:29][N:24]([CH2:23][CH2:22][CH2:21][CH2:20][C:7]3([C:5](=[O:6])[NH:4][CH2:3][C:2]([F:42])([F:1])[F:41])[C:19]4[CH:18]=[CH:17][CH:16]=[CH:15][C:14]=4[C:13]4[C:8]3=[CH:9][CH:10]=[CH:11][CH:12]=4)[CH2:25][CH2:26]2)[CH:31]=1)[C:51]1[CH:56]=[CH:55][CH:54]=[CH:53][CH:52]=1. (2) Given the reactants O.[OH-].[Li+:3].[B:4]([OH:7])([OH:6])[OH:5].[OH:8][C:9]1[CH:10]=[C:11]([CH:14]=[CH:15][C:16]=1[OH:17])[C:12]#[N:13], predict the reaction product. The product is: [B:4]([O-:7])([O-:6])[O-:5].[OH:8][C:9]1[CH:10]=[C:11]([CH:14]=[CH:15][C:16]=1[OH:17])[C:12]#[N:13].[OH:8][C:9]1[CH:10]=[C:11]([CH:14]=[CH:15][C:16]=1[OH:17])[C:12]#[N:13].[Li+:3].[Li+:3].[Li+:3].